This data is from Full USPTO retrosynthesis dataset with 1.9M reactions from patents (1976-2016). The task is: Predict the reactants needed to synthesize the given product. (1) Given the product [F:39][C:31]1[CH:32]=[CH:33][CH:34]=[C:35]2[C:30]=1[N:29]=[C:28]([C:26]([OH:27])=[O:25])[CH:37]=[C:36]2[OH:38], predict the reactants needed to synthesize it. The reactants are: COC(C1C=C(O)C2C(=C(OCC3C=CC=CC=3)C=CC=2)N=1)=O.C[O:25][C:26]([C:28]1[CH:37]=[C:36]([OH:38])[C:35]2[C:30](=[C:31]([F:39])[CH:32]=[CH:33][CH:34]=2)[N:29]=1)=[O:27]. (2) Given the product [CH2:1]=[C:2]1[C:19]2[C@:14]([CH3:21])([CH:15]=[CH:16][C:17](=[O:20])[CH:18]=2)[C@@H:13]2[C@H:4]([C@H:5]3[C@@:9]([CH2:11][CH2:12]2)([CH3:10])[C:8](=[O:22])[CH2:7][CH2:6]3)[CH2:3]1, predict the reactants needed to synthesize it. The reactants are: [CH2:1]=[C:2]1[C:19]2[C@:14]([CH3:21])([CH2:15][CH2:16][C:17](=[O:20])[CH:18]=2)[C@@H:13]2[C@H:4]([C@H:5]3[C@@:9]([CH2:11][CH2:12]2)([CH3:10])[C:8](=[O:22])[CH2:7][CH2:6]3)[CH2:3]1.ClC1C(=O)C(C#N)=C(C#N)C(=O)C=1Cl.